This data is from Reaction yield outcomes from USPTO patents with 853,638 reactions. The task is: Predict the reaction yield, written as a fraction of the theoretical maximum amount of product (1.0 means a 100% yield; for example, 0.34 means a 34% yield). The reactants are [CH3:1][N:2]([CH3:21])[CH2:3][CH2:4][N:5]1[CH:9]=[C:8]([C:10]2[CH:15]=[CH:14][C:13]([NH:16][CH:17]=O)=[C:12]([O:19][CH3:20])[CH:11]=2)[CH:7]=[N:6]1.[CH:22]1([NH:28][C:29]2[C:34]3[N:35]=C(S(C)(=O)=O)[N:37]=[CH:38][C:33]=3[CH:32]=[CH:31][N:30]=2)[CH2:27][CH2:26][CH2:25][CH2:24][CH2:23]1. No catalyst specified. The product is [CH:22]1([NH:28][C:29]2[C:34]3[N:35]=[C:17]([NH:16][C:13]4[CH:14]=[CH:15][C:10]([C:8]5[CH:7]=[N:6][N:5]([CH2:4][CH2:3][N:2]([CH3:21])[CH3:1])[CH:9]=5)=[CH:11][C:12]=4[O:19][CH3:20])[N:37]=[CH:38][C:33]=3[CH:32]=[CH:31][N:30]=2)[CH2:23][CH2:24][CH2:25][CH2:26][CH2:27]1. The yield is 0.250.